From a dataset of Catalyst prediction with 721,799 reactions and 888 catalyst types from USPTO. Predict which catalyst facilitates the given reaction. (1) Reactant: [F:1][C:2]1[C:7]([OH:8])=[CH:6][CH:5]=[CH:4][C:3]=1[CH2:9][NH:10][C:11](=[O:19])[C:12]1[CH:17]=[CH:16][CH:15]=[N:14][C:13]=1[NH2:18].I[CH2:21][CH2:22][CH2:23][CH2:24][CH2:25][CH2:26][CH3:27].C(=O)([O-])[O-].[Cs+].[Cs+].C(=O)(O)[O-].[Na+]. Product: [F:1][C:2]1[C:7]([O:8][CH2:21][CH2:22][CH2:23][CH2:24][CH2:25][CH2:26][CH3:27])=[CH:6][CH:5]=[CH:4][C:3]=1[CH2:9][NH:10][C:11](=[O:19])[C:12]1[CH:17]=[CH:16][CH:15]=[N:14][C:13]=1[NH2:18]. The catalyst class is: 136. (2) The catalyst class is: 8. Product: [S:9]1[C:10]2[CH:16]=[CH:15][CH:14]=[CH:13][C:11]=2[N:12]=[C:8]1[C:7]1[C:6]([NH:31][CH2:30][CH:28]2[CH2:27][O:26][C:25]([CH3:32])([CH3:24])[O:29]2)=[N:5][C:4]([N:18]2[CH2:23][CH2:22][O:21][CH2:20][CH2:19]2)=[N:3][C:2]=1[Cl:1]. Reactant: [Cl:1][C:2]1[C:7]([C:8]2[S:9][C:10]3[CH:16]=[CH:15][CH:14]=[CH:13][C:11]=3[N:12]=2)=[C:6](Cl)[N:5]=[C:4]([N:18]2[CH2:23][CH2:22][O:21][CH2:20][CH2:19]2)[N:3]=1.[CH3:24][C:25]1([CH3:32])[O:29][CH:28]([CH2:30][NH2:31])[CH2:27][O:26]1. (3) Reactant: [CH2:1]([O:3][C:4](=[O:24])[CH2:5][C:6]1[CH:11]=[CH:10][C:9]([N:12]2[C:21](=[O:22])[C:20]3[C:15](=[CH:16][CH:17]=[CH:18][CH:19]=3)[NH:14][C:13]2=[O:23])=[CH:8][CH:7]=1)[CH3:2].C([O-])([O-])=O.[K+].[K+].CN(C=O)C.Br[CH2:37][C:38]([O:40][C:41]([CH3:44])([CH3:43])[CH3:42])=[O:39]. Product: [CH2:1]([O:3][C:4](=[O:24])[CH2:5][C:6]1[CH:11]=[CH:10][C:9]([N:12]2[C:21](=[O:22])[C:20]3[C:15](=[CH:16][CH:17]=[CH:18][CH:19]=3)[N:14]([CH2:37][C:38]([O:40][C:41]([CH3:44])([CH3:43])[CH3:42])=[O:39])[C:13]2=[O:23])=[CH:8][CH:7]=1)[CH3:2]. The catalyst class is: 6. (4) Reactant: [C:1]([O:5][C:6]([C:8]1[C:9]([CH3:28])=[N:10][C:11]2[N:12]([CH:22]=[C:23]([C:25](O)=[O:26])[N:24]=2)[C:13]=1[C:14]1[CH:19]=[CH:18][C:17]([Cl:20])=[CH:16][C:15]=1[Cl:21])=[O:7])([CH3:4])([CH3:3])[CH3:2].ClC(OCC)=O.CCN(CC)CC.[BH4-].[Na+]. Product: [Cl:21][C:15]1[CH:16]=[C:17]([Cl:20])[CH:18]=[CH:19][C:14]=1[C:13]1[N:12]2[CH:22]=[C:23]([CH2:25][OH:26])[N:24]=[C:11]2[N:10]=[C:9]([CH3:28])[C:8]=1[C:6]([O:5][C:1]([CH3:4])([CH3:3])[CH3:2])=[O:7]. The catalyst class is: 20. (5) Reactant: [NH2:1][CH2:2][C:3]1[C:8]([CH2:9][CH3:10])=[N:7][C:6]2[N:11]([CH2:14][CH3:15])[N:12]=[CH:13][C:5]=2[C:4]=1[NH:16][CH:17]1[CH2:22][CH2:21][O:20][CH2:19][CH2:18]1.[CH3:23][O:24][C:25]([C:27]1[CH:28]=[C:29]([CH:33]=[CH:34][CH:35]=1)[C:30](O)=[O:31])=[O:26].C1CN([P+](ON2N=NC3C=CC=CC2=3)(N2CCCC2)N2CCCC2)CC1.F[P-](F)(F)(F)(F)F.C(N(CC)C(C)C)(C)C. Product: [CH2:14]([N:11]1[C:6]2=[N:7][C:8]([CH2:9][CH3:10])=[C:3]([CH2:2][NH:1][C:30]([C:29]3[CH:28]=[C:27]([CH:35]=[CH:34][CH:33]=3)[C:25]([O:24][CH3:23])=[O:26])=[O:31])[C:4]([NH:16][CH:17]3[CH2:18][CH2:19][O:20][CH2:21][CH2:22]3)=[C:5]2[CH:13]=[N:12]1)[CH3:15]. The catalyst class is: 85. (6) Reactant: [C:1]([OH:8])(=[O:7])[CH2:2][CH2:3][C:4]([OH:6])=[O:5].[CH3:9][CH:10](O)[CH2:11][CH2:12][CH2:13][CH2:14][CH2:15][CH3:16].CS(O)(=O)=O. Product: [CH3:9][CH:10]([O:5][C:4](=[O:6])[CH2:3][CH2:2][C:1]([O:8][CH:10]([CH2:11][CH2:12][CH2:13][CH2:14][CH2:15][CH3:16])[CH3:9])=[O:7])[CH2:11][CH2:12][CH2:13][CH2:14][CH2:15][CH3:16]. The catalyst class is: 11. (7) Reactant: C([O:3][C:4](=[O:17])[CH:5]([C:8]1[C:13]([F:14])=[CH:12][CH:11]=[C:10]([OH:15])[C:9]=1[F:16])[O:6][CH3:7])C.O[Li].O. Product: [F:16][C:9]1[C:10]([OH:15])=[CH:11][CH:12]=[C:13]([F:14])[C:8]=1[CH:5]([O:6][CH3:7])[C:4]([OH:17])=[O:3]. The catalyst class is: 87. (8) Reactant: [CH3:1][S:2][C:3]1[CH:10]=[CH:9][C:6]([CH2:7]O)=[CH:5][C:4]=1[C:11]([F:14])([F:13])[F:12].S(Cl)([Cl:17])=O. Product: [CH3:1][S:2][C:3]1[CH:10]=[CH:9][C:6]([CH2:7][Cl:17])=[CH:5][C:4]=1[C:11]([F:14])([F:13])[F:12]. The catalyst class is: 11. (9) Reactant: F[B-](F)(F)F.[N:6]1(OC(N(C)C)=[N+](C)C)C2C=CC=CC=2N=N1.N1CCCC1.[CH3:28][N:29]1[CH2:34][CH2:33]O[CH2:31][CH2:30]1.[NH2:35][C:36]1[N:45]=[C:44]([C:46]([N:48]2[CH2:56][C:55]3[C:50](=[CH:51][CH:52]=[CH:53][CH:54]=3)[CH2:49]2)=[O:47])[C:43]2[C:38](=[CH:39][CH:40]=[C:41]([C:57]3[CH:65]=[CH:64][CH:63]=[CH:62][C:58]=3[C:59]([OH:61])=O)[CH:42]=2)[N:37]=1. Product: [NH2:35][C:36]1[N:45]=[C:44]([C:46]([N:48]2[CH2:56][C:55]3[C:50](=[CH:51][CH:52]=[CH:53][CH:54]=3)[CH2:49]2)=[O:47])[C:43]2[C:38](=[CH:39][CH:40]=[C:41]([C:57]3[CH:65]=[CH:64][CH:63]=[CH:62][C:58]=3[C:59]([N:6]3[CH2:31][CH2:30][N:29]([CH3:28])[CH2:34][CH2:33]3)=[O:61])[CH:42]=2)[N:37]=1. The catalyst class is: 9.